This data is from Catalyst prediction with 721,799 reactions and 888 catalyst types from USPTO. The task is: Predict which catalyst facilitates the given reaction. Reactant: [NH:1]1[CH2:6][CH2:5][O:4][CH2:3][CH2:2]1.Br[C:8]1[S:9][CH:10]=[C:11]([C:13]([O:15][CH2:16][CH3:17])=[O:14])[N:12]=1. Product: [N:1]1([C:8]2[S:9][CH:10]=[C:11]([C:13]([O:15][CH2:16][CH3:17])=[O:14])[N:12]=2)[CH2:6][CH2:5][O:4][CH2:3][CH2:2]1. The catalyst class is: 6.